Dataset: Full USPTO retrosynthesis dataset with 1.9M reactions from patents (1976-2016). Task: Predict the reactants needed to synthesize the given product. (1) Given the product [S:1]([CH2:9][CH2:10][C:11]1[S:17][C:16]([NH2:18])=[N:15][N:14]=1)([CH2:4][CH2:5][C:6]1[S:17][C:16]([NH2:18])=[N:15][N:14]=1)(=[O:3])=[O:2], predict the reactants needed to synthesize it. The reactants are: [S:1]([CH2:9][CH2:10][C:11](O)=O)([CH2:4][CH2:5][C:6](O)=O)(=[O:3])=[O:2].[NH2:14][NH:15][C:16]([NH2:18])=[S:17].[OH-].[K+]. (2) Given the product [Cl:1][C:2]1[C:3]2[O:9][CH2:8][CH2:7][N:6]([CH:10]([CH3:12])[CH3:11])[CH2:5][C:4]=2[CH:13]=[CH:14][CH:15]=1, predict the reactants needed to synthesize it. The reactants are: [Cl:1][C:2]1[C:3](F)=[C:4]([CH:13]=[CH:14][CH:15]=1)[CH2:5][N:6]([CH:10]([CH3:12])[CH3:11])[CH2:7][CH2:8][OH:9].[H-].[Na+].CO. (3) Given the product [CH2:1]([N:8]1[CH2:13][CH2:12][N:11]([CH2:14][C:15]2[CH:20]=[CH:19][CH:18]=[CH:17][CH:16]=2)[CH2:10][C@@H:9]1[CH2:21][CH2:22][C:33]1[CH:38]=[CH:37][CH:36]=[C:35]([O:39][CH3:40])[CH:34]=1)[C:2]1[CH:3]=[CH:4][CH:5]=[CH:6][CH:7]=1, predict the reactants needed to synthesize it. The reactants are: [CH2:1]([N:8]1[CH2:13][CH2:12][N:11]([CH2:14][C:15]2[CH:20]=[CH:19][CH:18]=[CH:17][CH:16]=2)[CH2:10][C@@H:9]1[CH:21]=[CH2:22])[C:2]1[CH:7]=[CH:6][CH:5]=[CH:4][CH:3]=1.C12BC(CCC1)CCC2.I[C:33]1[CH:38]=[CH:37][CH:36]=[C:35]([O:39][CH3:40])[CH:34]=1.C1(P(C2C=CC=CC=2)C2C=CC=CC=2)C=CC=CC=1.[OH-].[Na+].C(CN)O. (4) Given the product [CH3:20][O:19][C:16]1[CH:17]=[CH:18][C:13]([CH2:12][O:11][C:6]2[C:3]([C:4]#[N:5])=[C:2]([NH:23][CH3:22])[N:9]=[C:8]([CH3:10])[CH:7]=2)=[CH:14][CH:15]=1, predict the reactants needed to synthesize it. The reactants are: Cl[C:2]1[N:9]=[C:8]([CH3:10])[CH:7]=[C:6]([O:11][CH2:12][C:13]2[CH:18]=[CH:17][C:16]([O:19][CH3:20])=[CH:15][CH:14]=2)[C:3]=1[C:4]#[N:5].C[CH2:22][N:23](C(C)C)C(C)C.CN.CC1C=C(NC)C(C#N)=C(NC)N=1. (5) Given the product [C:1]([C:5]1[C:10](=[O:11])[N:9]([CH2:12][C:13]([OH:15])=[O:14])[C:8]2[N:20]=[C:21]([O:24][CH3:25])[CH:22]=[CH:23][C:7]=2[N:6]=1)([CH3:4])([CH3:2])[CH3:3], predict the reactants needed to synthesize it. The reactants are: [C:1]([C:5]1[C:10](=[O:11])[N:9]([CH2:12][C:13]([O:15]C(C)(C)C)=[O:14])[C:8]2[N:20]=[C:21]([O:24][CH3:25])[CH:22]=[CH:23][C:7]=2[N:6]=1)([CH3:4])([CH3:3])[CH3:2]. (6) Given the product [C:5]1([CH3:8])[CH:6]=[CH:7][C:2]([NH:1][CH2:13][C:12]([O:11][CH2:9][CH3:10])=[O:15])=[CH:3][CH:4]=1, predict the reactants needed to synthesize it. The reactants are: [NH2:1][C:2]1[CH:7]=[CH:6][C:5]([CH3:8])=[CH:4][CH:3]=1.[CH2:9]([O:11][C:12](=[O:15])[CH2:13]Br)[CH3:10]. (7) Given the product [OH:7][C:6]1[CH:1]=[C:2]([CH3:8])[CH:3]=[CH:4][C:5]=1[C:15]1[CH2:16][CH2:17][N:12]([C:9](=[O:11])[CH3:10])[CH2:13][CH:14]=1, predict the reactants needed to synthesize it. The reactants are: [CH:1]1[C:6]([OH:7])=[CH:5][CH:4]=[CH:3][C:2]=1[CH3:8].[C:9]([N:12]1[CH2:17][CH2:16][C:15](=O)[CH2:14][CH2:13]1)(=[O:11])[CH3:10].B(F)(F)F.CCOCC.Cl.